Dataset: Full USPTO retrosynthesis dataset with 1.9M reactions from patents (1976-2016). Task: Predict the reactants needed to synthesize the given product. (1) Given the product [I:1][C:2]1[CH:3]=[CH:4][C:5]2[N:6]([C:11]([C:5]3[CH:4]=[CH:3][CH:2]=[CH:7][N:6]=3)=[C:12]([C:13]([O:15][CH2:16][CH3:17])=[O:14])[N:9]=2)[C:7]=1[CH3:8], predict the reactants needed to synthesize it. The reactants are: [I:1][C:2]1[CH:3]=[CH:4][C:5]([NH2:9])=[N:6][C:7]=1[CH3:8].Br[CH2:11][C:12](=O)[C:13]([O:15][CH2:16][CH3:17])=[O:14]. (2) The reactants are: Cl[C:2]1[N:7]=[C:6]([NH:8][C:9]2[CH:18]=[CH:17][CH:16]=[CH:15][C:10]=2OCC#N)[C:5]([Cl:19])=[CH:4][N:3]=1.[C:20]([N:23]1[CH2:30][CH2:29][C:28](=[O:31])[NH:27][CH2:26][C:25]2[CH:32]=[C:33]([NH2:36])[CH:34]=[CH:35][C:24]1=2)(=[O:22])[CH3:21]. Given the product [C:20]([N:23]1[CH2:30][CH2:29][C:28](=[O:31])[NH:27][CH2:26][C:25]2[CH:32]=[C:33]([NH:36][C:2]3[N:7]=[C:6]([NH:8][C:9]4[CH:18]=[CH:17][CH:16]=[CH:15][C:10]=4[CH2:6][CH2:5][C:4]#[N:3])[C:5]([Cl:19])=[CH:4][N:3]=3)[CH:34]=[CH:35][C:24]1=2)(=[O:22])[CH3:21], predict the reactants needed to synthesize it. (3) Given the product [NH2:43][C:44]1[N:45]=[C:24]([C:25]([N:27]2[CH2:28][C:29]3[C:34](=[CH:33][CH:32]=[CH:31][CH:30]=3)[CH2:35]2)=[O:26])[C:10]2[C:9](=[CH:14][CH:13]=[C:12]([C:15]3([C:19]([O:21][CH2:22][CH3:23])=[O:20])[CH2:18][CH2:17][CH2:16]3)[CH:11]=2)[N:8]=1, predict the reactants needed to synthesize it. The reactants are: C(OC([NH:8][C:9]1[CH:14]=[CH:13][C:12]([C:15]2([C:19]([O:21][CH2:22][CH3:23])=[O:20])[CH2:18][CH2:17][CH2:16]2)=[CH:11][C:10]=1[C:24](=O)[C:25]([N:27]1[CH2:35][C:34]2[C:29](=[CH:30][CH:31]=[CH:32][CH:33]=2)[CH2:28]1)=[O:26])=O)(C)(C)C.[F-].[Cs+].C[Si]([N:43]=[C:44]=[N:45][Si](C)(C)C)(C)C.Cl.C(=O)(O)[O-]. (4) Given the product [Br:1][C:2]1[CH:3]=[CH:4][C:5]([C:8]2[O:12][N:11]=[C:10]([CH3:13])[C:9]=2[NH:14][CH:26]([C:24]2[O:23][N:22]=[C:21]([C:15]3[CH:20]=[CH:19][CH:18]=[CH:17][CH:16]=3)[CH:25]=2)[CH3:27])=[CH:6][CH:7]=1, predict the reactants needed to synthesize it. The reactants are: [Br:1][C:2]1[CH:7]=[CH:6][C:5]([C:8]2[O:12][N:11]=[C:10]([CH3:13])[C:9]=2[NH2:14])=[CH:4][CH:3]=1.[C:15]1([C:21]2[CH:25]=[C:24]([C:26](=O)[CH3:27])[O:23][N:22]=2)[CH:20]=[CH:19][CH:18]=[CH:17][CH:16]=1. (5) The reactants are: [C:1]([NH:8][C@@H:9]([C:13]([OH:15])=O)[CH:10]([CH3:12])[CH3:11])([O:3][C:4]([CH3:7])([CH3:6])[CH3:5])=[O:2].C1C=CC2N(O)N=NC=2C=1.CCN=C=NCCCN(C)C.[CH3:37][N:38]1[CH2:43][CH2:42][CH:41]([N:44]2[CH2:49][CH2:48][NH:47][CH2:46][CH2:45]2)[CH2:40][CH2:39]1. Given the product [C:1]([NH:8][C@@H:9]([C:13]([N:47]1[CH2:46][CH2:45][N:44]([CH:41]2[CH2:42][CH2:43][N:38]([CH3:37])[CH2:39][CH2:40]2)[CH2:49][CH2:48]1)=[O:15])[CH:10]([CH3:11])[CH3:12])([O:3][C:4]([CH3:5])([CH3:6])[CH3:7])=[O:2], predict the reactants needed to synthesize it.